This data is from Full USPTO retrosynthesis dataset with 1.9M reactions from patents (1976-2016). The task is: Predict the reactants needed to synthesize the given product. (1) Given the product [C:1]([N:8]1[CH2:13][CH2:12][N:11]([C:14](=[O:22])[C:15]2[CH:20]=[CH:19][CH:18]=[CH:17][C:16]=2[N:23]2[CH2:28][CH2:27][NH:26][CH2:25][CH2:24]2)[CH2:10][CH2:9]1)([O:3][C:4]([CH3:7])([CH3:6])[CH3:5])=[O:2], predict the reactants needed to synthesize it. The reactants are: [C:1]([N:8]1[CH2:13][CH2:12][N:11]([C:14](=[O:22])[C:15]2[CH:20]=[CH:19][CH:18]=[CH:17][C:16]=2Br)[CH2:10][CH2:9]1)([O:3][C:4]([CH3:7])([CH3:6])[CH3:5])=[O:2].[NH:23]1[CH2:28][CH2:27][NH:26][CH2:25][CH2:24]1. (2) Given the product [C:17]([O:21][C:22](=[O:23])[NH:24][C@H:25]([C:26](=[O:27])[NH:16][C:10]1[CH:11]=[CH:12][C:13]([F:15])=[CH:14][C:9]=1[NH:8][CH2:1][C:2]1[CH:3]=[CH:4][CH:5]=[CH:6][CH:7]=1)[CH3:29])([CH3:18])([CH3:19])[CH3:20], predict the reactants needed to synthesize it. The reactants are: [CH2:1]([NH:8][C:9]1[C:10]([NH2:16])=[CH:11][CH:12]=[C:13]([F:15])[CH:14]=1)[C:2]1[CH:7]=[CH:6][CH:5]=[CH:4][CH:3]=1.[C:17]([O:21][C:22]([NH:24][C@@H:25]([CH3:29])[C:26](O)=[O:27])=[O:23])([CH3:20])([CH3:19])[CH3:18].C1C=NC2N(O)N=NC=2C=1.CN(C)CCCN=C=NCC.